This data is from Merck oncology drug combination screen with 23,052 pairs across 39 cell lines. The task is: Regression. Given two drug SMILES strings and cell line genomic features, predict the synergy score measuring deviation from expected non-interaction effect. (1) Drug 1: CCN(CC)CCNC(=O)c1c(C)[nH]c(C=C2C(=O)Nc3ccc(F)cc32)c1C. Drug 2: CC1(c2nc3c(C(N)=O)cccc3[nH]2)CCCN1. Cell line: COLO320DM. Synergy scores: synergy=9.76. (2) Drug 1: O=P1(N(CCCl)CCCl)NCCCO1. Drug 2: Cn1cc(-c2cnn3c(N)c(Br)c(C4CCCNC4)nc23)cn1. Cell line: A427. Synergy scores: synergy=-6.50.